This data is from Catalyst prediction with 721,799 reactions and 888 catalyst types from USPTO. The task is: Predict which catalyst facilitates the given reaction. (1) Reactant: [NH2:1][C:2]1[CH:3]=[C:4]([CH2:13][C:14]([O:16][CH3:17])=[O:15])[CH:5]=[CH:6][C:7]=1[O:8][CH2:9][CH:10]1[CH2:12][CH2:11]1.[CH3:18][S:19](Cl)(=[O:21])=[O:20]. Product: [CH:10]1([CH2:9][O:8][C:7]2[CH:6]=[CH:5][C:4]([CH2:13][C:14]([O:16][CH3:17])=[O:15])=[CH:3][C:2]=2[NH:1][S:19]([CH3:18])(=[O:21])=[O:20])[CH2:11][CH2:12]1. The catalyst class is: 17. (2) Reactant: C[O:2][C:3](=[O:19])[C:4]1[CH:9]=[CH:8][C:7]([F:10])=[C:6]([O:11][C:12]2[CH:17]=[CH:16][N:15]=[C:14]([Cl:18])[CH:13]=2)[CH:5]=1.[OH-].[Li+].O.Cl. Product: [Cl:18][C:14]1[CH:13]=[C:12]([O:11][C:6]2[CH:5]=[C:4]([CH:9]=[CH:8][C:7]=2[F:10])[C:3]([OH:19])=[O:2])[CH:17]=[CH:16][N:15]=1. The catalyst class is: 7. (3) Reactant: C([C:3]1[C:4]([C:10]([OH:12])=O)=[N:5][CH:6]=[C:7]([Br:9])[CH:8]=1)C. Product: [Br:9][C:7]1[CH:8]=[CH:3][C:4]([C:10]2([OH:12])[CH2:7][CH2:8][CH2:3][CH2:4]2)=[N:5][CH:6]=1. The catalyst class is: 27. (4) Reactant: [H-].[Al+3].[Li+].[H-].[H-].[H-].[CH3:7][CH:8]([CH3:38])[CH2:9][CH2:10][N:11]([CH2:33][CH2:34][CH:35]([CH3:37])[CH3:36])[C:12](=O)[C:13]1[CH:18]=[CH:17][C:16]([N+:19]([O-])=O)=[C:15]([NH:22][CH2:23][CH2:24][CH2:25][N:26]2[CH2:31][CH2:30][CH2:29][CH2:28][CH2:27]2)[CH:14]=1.O. Product: [CH3:36][CH:35]([CH3:37])[CH2:34][CH2:33][N:11]([CH2:12][C:13]1[CH:14]=[C:15]([NH:22][CH2:23][CH2:24][CH2:25][N:26]2[CH2:27][CH2:28][CH2:29][CH2:30][CH2:31]2)[C:16]([NH2:19])=[CH:17][CH:18]=1)[CH2:10][CH2:9][CH:8]([CH3:7])[CH3:38]. The catalyst class is: 4. (5) Reactant: [C:1]([NH:6][C:7]1[CH:8]=[C:9]([OH:16])[C:10](=[CH:14][CH:15]=1)[C:11]([OH:13])=[O:12])(=[O:5])[C:2]([CH3:4])=[CH2:3].O.[C:18](OC(=O)C)(=[O:20])[CH3:19]. Product: [C:18]([O:12][C:11](=[O:13])[C:10]1[C:9](=[CH:8][C:7]([NH:6][C:1](=[O:5])[C:2]([CH3:4])=[CH2:3])=[CH:15][CH:14]=1)[OH:16])(=[O:20])[CH3:19]. The catalyst class is: 65. (6) Reactant: [H-].[Na+].[CH2:3]([OH:7])[C:4]#[C:5][CH3:6].Cl[C:9]1[CH:14]=[C:13]([CH2:15][C:16]2[CH:21]=[CH:20][CH:19]=[C:18]([F:22])[C:17]=2[F:23])[N:12]=[CH:11][N:10]=1.[Cl-].[NH4+]. Product: [CH2:3]([O:7][C:9]1[CH:14]=[C:13]([CH2:15][C:16]2[CH:21]=[CH:20][CH:19]=[C:18]([F:22])[C:17]=2[F:23])[N:12]=[CH:11][N:10]=1)[C:4]#[C:5][CH3:6]. The catalyst class is: 7.